From a dataset of Forward reaction prediction with 1.9M reactions from USPTO patents (1976-2016). Predict the product of the given reaction. (1) Given the reactants [CH3:1][O:2][C:3]([CH2:5]P(OC)(OC)=O)=[O:4].[Cl-].[Li+].N12CN=CC1CCCC2.[C:23]([O:27][C:28]([N:30]1[CH2:35][CH2:34][C:33]([CH:38]2[CH2:43][CH2:42][CH2:41][CH2:40][CH2:39]2)([CH:36]=O)[CH2:32][CH2:31]1)=[O:29])([CH3:26])([CH3:25])[CH3:24], predict the reaction product. The product is: [C:23]([O:27][C:28]([N:30]1[CH2:35][CH2:34][C:33]([CH:38]2[CH2:39][CH2:40][CH2:41][CH2:42][CH2:43]2)([CH:36]=[CH:5][C:3]([O:2][CH3:1])=[O:4])[CH2:32][CH2:31]1)=[O:29])([CH3:24])([CH3:25])[CH3:26]. (2) Given the reactants [Cl:1][C:2]1[C:15]2[C:14](=[O:16])[C:13]3[C:8](=[C:9]([Cl:17])[CH:10]=[CH:11][CH:12]=3)[C:7](=O)[C:6]=2[CH:5]=[CH:4][CH:3]=1.Cl[Sn]Cl.Cl.C(O)(=O)C, predict the reaction product. The product is: [Cl:1][C:2]1[C:15]2[C:14](=[O:16])[C:13]3[C:8](=[C:9]([Cl:17])[CH:10]=[CH:11][CH:12]=3)[CH2:7][C:6]=2[CH:5]=[CH:4][CH:3]=1. (3) Given the reactants [Br-].[O:2]1CCO[CH:3]1[CH2:7][CH2:8][P+](C1C=CC=CC=1)(C1C=CC=CC=1)C1C=CC=CC=1.[H-].[Na+].CN(C)C=O.[CH2:35]([C:38]1[C:42]([CH:43]=O)=[CH:41][N:40]([C:45]2[CH:50]=[CH:49][C:48]([C:51]([F:54])([F:53])[F:52])=[CH:47][N:46]=2)[N:39]=1)[CH2:36][CH3:37], predict the reaction product. The product is: [CH2:35]([C:38]1[C:42]([CH2:43][CH2:8][CH2:7][CH:3]=[O:2])=[CH:41][N:40]([C:45]2[CH:50]=[CH:49][C:48]([C:51]([F:54])([F:53])[F:52])=[CH:47][N:46]=2)[N:39]=1)[CH2:36][CH3:37].